From a dataset of Peptide-MHC class II binding affinity with 134,281 pairs from IEDB. Regression. Given a peptide amino acid sequence and an MHC pseudo amino acid sequence, predict their binding affinity value. This is MHC class II binding data. (1) The peptide sequence is LAWLVQASANSAAMA. The MHC is DRB1_1501 with pseudo-sequence DRB1_1501. The binding affinity (normalized) is 0.536. (2) The peptide sequence is VGPGRWDEDGAKRIP. The MHC is DRB1_1101 with pseudo-sequence DRB1_1101. The binding affinity (normalized) is 0.